From a dataset of Reaction yield outcomes from USPTO patents with 853,638 reactions. Predict the reaction yield, written as a fraction of the theoretical maximum amount of product (1.0 means a 100% yield; for example, 0.34 means a 34% yield). The reactants are [NH2:1][C:2]1[N:7]=[C:6]([Cl:8])[C:5]([CH:9]=O)=[C:4](Cl)[N:3]=1.C1COCC1.[NH2:17][NH2:18].O.NN. The catalyst is C(N(CC)CC)C. The product is [Cl:8][C:6]1[N:7]=[C:2]([NH2:1])[N:3]=[C:4]2[NH:17][N:18]=[CH:9][C:5]=12. The yield is 0.850.